From a dataset of Catalyst prediction with 721,799 reactions and 888 catalyst types from USPTO. Predict which catalyst facilitates the given reaction. (1) Reactant: [NH:1]1[CH2:4][CH:3]([C:5]2[C:6]([O:25][CH3:26])=[C:7]([CH:13]([NH:15][C:16]3[N:24]=[CH:23][N:22]=[C:21]4[C:17]=3[N:18]=[CH:19][NH:20]4)[CH3:14])[CH:8]=[C:9]([Cl:12])[C:10]=2[Cl:11])[CH2:2]1.CCN(C(C)C)C(C)C.[C:36](Cl)(=[O:38])[CH3:37].[OH-].[Na+]. Product: [C:36]([N:1]1[CH2:2][CH:3]([C:5]2[C:6]([O:25][CH3:26])=[C:7]([CH:13]([NH:15][C:16]3[N:24]=[CH:23][N:22]=[C:21]4[C:17]=3[N:18]=[CH:19][NH:20]4)[CH3:14])[CH:8]=[C:9]([Cl:12])[C:10]=2[Cl:11])[CH2:4]1)(=[O:38])[CH3:37]. The catalyst class is: 382. (2) Reactant: [NH:1]1[CH2:6][CH2:5][CH:4]([O:7][CH:8]2[CH2:13][CH2:12][N:11]([C:14]([O:16][C:17]([CH3:20])([CH3:19])[CH3:18])=[O:15])[CH2:10][CH2:9]2)[CH2:3][CH2:2]1.C(N(CC)CC)C.[CH:28]1(C([CH:28]2[CH2:31][CH2:30][CH2:29]2)=O)[CH2:31][CH2:30][CH2:29]1.C(O[BH-](OC(=O)C)OC(=O)C)(=O)C.[Na+]. Product: [CH:28]1([N:1]2[CH2:2][CH2:3][CH:4]([O:7][CH:8]3[CH2:9][CH2:10][N:11]([C:14]([O:16][C:17]([CH3:20])([CH3:19])[CH3:18])=[O:15])[CH2:12][CH2:13]3)[CH2:5][CH2:6]2)[CH2:31][CH2:30][CH2:29]1. The catalyst class is: 2. (3) Product: [Cl:1][C:2]1[CH:9]=[CH:8][C:5]([C:6]#[N:7])=[C:4]([NH:10][CH:11]([C:15]2[CH:20]=[CH:19][CH:18]=[CH:17][CH:16]=2)[CH2:12][CH2:13][O:14][Si:21]([C:24]([CH3:27])([CH3:26])[CH3:25])([CH3:23])[CH3:22])[CH:3]=1. Reactant: [Cl:1][C:2]1[CH:9]=[CH:8][C:5]([C:6]#[N:7])=[C:4]([NH:10][CH:11]([C:15]2[CH:20]=[CH:19][CH:18]=[CH:17][CH:16]=2)[CH2:12][CH2:13][OH:14])[CH:3]=1.[Si:21](Cl)([C:24]([CH3:27])([CH3:26])[CH3:25])([CH3:23])[CH3:22].N1C=CN=C1. The catalyst class is: 30. (4) Reactant: [CH3:1][C:2]1[N:7]=[C:6]2[O:8][CH2:9][CH2:10][O:11][C:5]2=[CH:4][CH:3]=1.ClC1C=CC=C(C(OO)=[O:20])C=1. Product: [CH3:1][C:2]1[N+:7]([O-:20])=[C:6]2[O:8][CH2:9][CH2:10][O:11][C:5]2=[CH:4][CH:3]=1. The catalyst class is: 4.